Dataset: Reaction yield outcomes from USPTO patents with 853,638 reactions. Task: Predict the reaction yield, written as a fraction of the theoretical maximum amount of product (1.0 means a 100% yield; for example, 0.34 means a 34% yield). (1) The reactants are [OH:1][CH2:2][C@@H:3]1[S:7][CH2:6][CH2:5][O:4]1.[C:8](Cl)(=[O:15])[C:9]1[CH:14]=[CH:13][CH:12]=[CH:11][CH:10]=1.C(N(CC)CC)C. The catalyst is ClCCl. The product is [C:8]([O:1][CH2:2][C@@H:3]1[S:7][CH2:6][CH2:5][O:4]1)(=[O:15])[C:9]1[CH:14]=[CH:13][CH:12]=[CH:11][CH:10]=1. The yield is 0.446. (2) The reactants are [F:1][C:2]1[CH:7]=[CH:6][C:5]([CH2:8][OH:9])=[CH:4][CH:3]=1.[OH-].[Na+].[C:12]([O:16][C:17](=[O:20])[CH2:18]Br)([CH3:15])([CH3:14])[CH3:13]. The catalyst is C1(C)C=CC=CC=1. The product is [C:12]([O:16][C:17](=[O:20])[CH2:18][O:9][CH2:8][C:5]1[CH:6]=[CH:7][C:2]([F:1])=[CH:3][CH:4]=1)([CH3:15])([CH3:14])[CH3:13]. The yield is 0.960. (3) The reactants are Cl[C:2]1[N:7]=[C:6]([C:8]2[S:12][C:11]([C:13]3[CH:18]=[CH:17][C:16]([OH:19])=[CH:15][CH:14]=3)=[N:10][C:9]=2[C:20]2[CH:21]=[C:22]([NH:26][C:27](=[O:36])[C:28]3[CH:33]=[C:32]([F:34])[CH:31]=[CH:30][C:29]=3[F:35])[CH:23]=[CH:24][CH:25]=2)[CH:5]=[CH:4][N:3]=1.CC(O)C.[Cl:41][C:42]1[CH:43]=[C:44]([NH2:54])[CH:45]=[CH:46][C:47]=1[O:48][CH2:49][CH2:50][N:51]([CH3:53])[CH3:52].Cl. The catalyst is O1CCOCC1. The product is [Cl:41][C:42]1[CH:43]=[C:44]([NH:54][C:2]2[N:7]=[C:6]([C:8]3[S:12][C:11]([C:13]4[CH:14]=[CH:15][C:16]([OH:19])=[CH:17][CH:18]=4)=[N:10][C:9]=3[C:20]3[CH:21]=[C:22]([NH:26][C:27](=[O:36])[C:28]4[CH:33]=[C:32]([F:34])[CH:31]=[CH:30][C:29]=4[F:35])[CH:23]=[CH:24][CH:25]=3)[CH:5]=[CH:4][N:3]=2)[CH:45]=[CH:46][C:47]=1[O:48][CH2:49][CH2:50][N:51]([CH3:52])[CH3:53]. The yield is 0.240. (4) The reactants are [CH3:1][C:2]1[C:3]([C:14]2[CH:15]=[N:16][C:17]([CH3:20])=[CH:18][CH:19]=2)=[N:4][N:5]([C:8]2[CH:13]=[CH:12][CH:11]=[CH:10][CH:9]=2)[C:6]=1[NH2:7].C1(C2C=CC([CH2:30][O:31]C)=CC=2CN)CC1.[F:35][CH:36]([F:49])[O:37][C:38]1[CH:43]=[CH:42][C:41]([CH2:44][O:45][CH3:46])=[CH:40][C:39]=1[CH2:47][NH2:48]. No catalyst specified. The product is [F:35][CH:36]([F:49])[O:37][C:38]1[CH:43]=[CH:42][C:41]([CH2:44][O:45][CH3:46])=[CH:40][C:39]=1[CH2:47][NH:48][C:30]([NH:7][C:6]1[N:5]([C:8]2[CH:9]=[CH:10][CH:11]=[CH:12][CH:13]=2)[N:4]=[C:3]([C:14]2[CH:15]=[N:16][C:17]([CH3:20])=[CH:18][CH:19]=2)[C:2]=1[CH3:1])=[O:31]. The yield is 0.240.